From a dataset of Reaction yield outcomes from USPTO patents with 853,638 reactions. Predict the reaction yield, written as a fraction of the theoretical maximum amount of product (1.0 means a 100% yield; for example, 0.34 means a 34% yield). (1) The reactants are [Cl:1][C:2]1[CH:7]=[CH:6][CH:5]=[CH:4][C:3]=1[C:8](=[O:10])[CH3:9].[C:11](OC)(=[O:16])[C:12]([O:14][CH3:15])=[O:13].[H-].[Na+].Cl. The catalyst is CN(C)C=O. The product is [Cl:1][C:2]1[CH:7]=[CH:6][CH:5]=[CH:4][C:3]=1[C:8](=[O:10])[CH2:9][C:11](=[O:16])[C:12]([O:14][CH3:15])=[O:13]. The yield is 0.690. (2) The product is [C:18]([O:21][C@H:22]1[CH2:39][CH2:38][C@@:37]2([CH3:40])[C@@H:24]([CH2:25][CH2:26][C@:27]3([CH3:51])[C@@H:36]2[CH2:35][CH2:34][C@H:33]2[C@@:28]3([CH3:50])[CH2:29][CH2:30][C@@:31]3(/[CH:48]=[C:9](\[CH3:15])/[C:10]([O:12][CH2:13][CH3:14])=[O:11])[CH2:43][C:42](=[O:44])[C:41]([CH:45]([CH3:46])[CH3:47])=[C:32]32)[C:23]1([CH3:52])[CH3:53])(=[O:20])[CH3:19]. The yield is 0.128. The reactants are C(OP([CH:9]([CH3:15])[C:10]([O:12][CH2:13][CH3:14])=[O:11])(OCC)=O)C.[H-].[Na+].[C:18]([O:21][C@H:22]1[CH2:39][CH2:38][C@@:37]2([CH3:40])[C@@H:24]([CH2:25][CH2:26][C@:27]3([CH3:51])[C@@H:36]2[CH2:35][CH2:34][C@H:33]2[C@@:28]3([CH3:50])[CH2:29][CH2:30][C@@:31]3([CH:48]=O)[CH2:43][C:42](=[O:44])[C:41]([CH:45]([CH3:47])[CH3:46])=[C:32]32)[C:23]1([CH3:53])[CH3:52])(=[O:20])[CH3:19]. The catalyst is CN(C=O)C. (3) The reactants are NC1(C2C=CC(C3OC4C(=O)N(C)C=CC=4C=3C3C=CC=CC=3)=CC=2)CCC1.[Br:29][C:30]1[CH:35]=[N:34][C:33]([O:36][CH3:37])=[C:32]2[O:38][C:39]([C:47]3[CH:52]=[CH:51][C:50]([C:53]4([NH:57]C(=O)OC(C)(C)C)[CH2:56][CH2:55][CH2:54]4)=[CH:49][CH:48]=3)=[C:40]([C:41]3[CH:46]=[CH:45][CH:44]=[CH:43][CH:42]=3)[C:31]=12. No catalyst specified. The product is [Br:29][C:30]1[CH:35]=[N:34][C:33]([O:36][CH3:37])=[C:32]2[O:38][C:39]([C:47]3[CH:48]=[CH:49][C:50]([C:53]4([NH2:57])[CH2:56][CH2:55][CH2:54]4)=[CH:51][CH:52]=3)=[C:40]([C:41]3[CH:46]=[CH:45][CH:44]=[CH:43][CH:42]=3)[C:31]=12. The yield is 0.500. (4) The reactants are Br[C:2]1[CH:3]=[C:4]2[C:9](=[CH:10][CH:11]=1)[O:8][CH2:7][CH2:6][C:5]2=[O:12].[F:13][C:14]1[CH:15]=[C:16](B(O)O)[CH:17]=[CH:18][CH:19]=1.C(=O)([O-])[O-].[Na+].[Na+]. The catalyst is O1CCOCC1.O.C1C=CC([P]([Pd]([P](C2C=CC=CC=2)(C2C=CC=CC=2)C2C=CC=CC=2)([P](C2C=CC=CC=2)(C2C=CC=CC=2)C2C=CC=CC=2)[P](C2C=CC=CC=2)(C2C=CC=CC=2)C2C=CC=CC=2)(C2C=CC=CC=2)C2C=CC=CC=2)=CC=1. The product is [F:13][C:14]1[CH:19]=[C:18]([C:11]2[CH:10]=[C:9]3[C:4]([C:5](=[O:12])[CH2:6][CH2:7][O:8]3)=[CH:3][CH:2]=2)[CH:17]=[CH:16][CH:15]=1. The yield is 0.880. (5) The reactants are [CH2:1]([O:3][C:4]([C:6]1[N:7]=[C:8]([NH2:11])[O:9][CH:10]=1)=[O:5])[CH3:2].[CH3:12][C:13]([CH3:15])=O.S(C)C.B. The catalyst is C1COCC1.CC(O)=O. The product is [CH2:1]([O:3][C:4]([C:6]1[N:7]=[C:8]([NH:11][CH:13]([CH3:15])[CH3:12])[O:9][CH:10]=1)=[O:5])[CH3:2]. The yield is 0.640.